Dataset: Reaction yield outcomes from USPTO patents with 853,638 reactions. Task: Predict the reaction yield, written as a fraction of the theoretical maximum amount of product (1.0 means a 100% yield; for example, 0.34 means a 34% yield). (1) The reactants are [CH3:1][C@@H:2]1[CH2:7][N:6]([C:8]2[C:21]([CH2:22][OH:23])=[CH:20][C:11]3[C:12]([C:15]([O:17][CH2:18][CH3:19])=[O:16])=[N:13][O:14][C:10]=3[C:9]=2[F:24])[CH2:5][C@H:4]([CH3:25])[O:3]1. The catalyst is ClCCl.[O-2].[O-2].[Mn+4].O=[Mn]=O. The product is [CH3:1][C@@H:2]1[CH2:7][N:6]([C:8]2[C:21]([CH:22]=[O:23])=[CH:20][C:11]3[C:12]([C:15]([O:17][CH2:18][CH3:19])=[O:16])=[N:13][O:14][C:10]=3[C:9]=2[F:24])[CH2:5][C@H:4]([CH3:25])[O:3]1. The yield is 0.820. (2) The reactants are Cl.[CH3:2][O:3][C:4](=[O:26])[CH:5]([O:23][CH2:24][CH3:25])[CH2:6][C:7]1[CH:12]=[CH:11][CH:10]=[C:9](CCNCCCCCCC)[CH:8]=1.[F:27][C:28]1[CH:33]=[C:32]([F:34])[CH:31]=[CH:30][C:29]=1[N:35]=[C:36]=[O:37].C([N:41]([CH2:45][CH3:46])[CH:42]([CH3:44])C)(C)C.Cl. The catalyst is C1(C)C=CC=CC=1. The product is [CH3:2][O:3][C:4](=[O:26])[CH:5]([O:23][CH2:24][CH3:25])[CH2:6][C:7]1[CH:12]=[CH:11][C:10]([CH2:46][CH2:45][N:41]([CH2:42][CH2:44][CH2:4][CH2:5][CH2:6][CH2:7][CH3:8])[C:36]([NH:35][C:29]2[CH:30]=[CH:31][C:32]([F:34])=[CH:33][C:28]=2[F:27])=[O:37])=[CH:9][CH:8]=1. The yield is 0.820. (3) The reactants are [CH2:1]([O:4][C:5]1[CH:6]=[C:7]([OH:11])[CH:8]=[CH:9][CH:10]=1)[CH2:2][CH3:3].[B-](F)(F)(F)[F:13].[B-](F)(F)(F)F.C1[N+]2(CCl)CC[N+](F)(CC2)C1. The catalyst is C(#N)C. The product is [F:13][C:8]1[CH:9]=[CH:10][C:5]([O:4][CH2:1][CH2:2][CH3:3])=[CH:6][C:7]=1[OH:11]. The yield is 0.270. (4) The reactants are [OH-].[NH4+:2].Br[CH2:4][C:5]([OH:13])([C:9]([F:12])([F:11])[F:10])[C:6]([OH:8])=[O:7]. No catalyst specified. The product is [NH2:2][CH2:4][C:5]([OH:13])([C:9]([F:12])([F:11])[F:10])[C:6]([OH:8])=[O:7]. The yield is 0.430. (5) The reactants are [NH2:1][C@H:2]([C:6]([OH:8])=[O:7])[CH:3]([CH3:5])[CH3:4].[OH-].[Na+].[C:11]1([CH2:17][C:18](Cl)=[O:19])[CH:16]=[CH:15][CH:14]=[CH:13][CH:12]=1. No catalyst specified. The product is [CH3:4][CH:3]([CH2:2][CH3:6])[CH2:5][O:7][C:6](=[O:8])[C@H:2]([CH:3]([CH3:5])[CH3:4])[NH:1][C:18](=[O:19])[CH2:17][C:11]1[CH:16]=[CH:15][CH:14]=[CH:13][CH:12]=1. The yield is 0.690. (6) The reactants are C([Sn](CCCC)(CCCC)[C:6]([O:8]CC)=[CH2:7])CCC.Br[C:20]1[CH:25]=[CH:24][N:23]([CH3:26])[C:22](=[O:27])[CH:21]=1.Cl. The yield is 0.806. The catalyst is Cl[Pd](Cl)([P](C1C=CC=CC=1)(C1C=CC=CC=1)C1C=CC=CC=1)[P](C1C=CC=CC=1)(C1C=CC=CC=1)C1C=CC=CC=1.C1(C)C=CC=CC=1. The product is [C:6]([C:20]1[CH:25]=[CH:24][N:23]([CH3:26])[C:22](=[O:27])[CH:21]=1)(=[O:8])[CH3:7].